From a dataset of Peptide-MHC class II binding affinity with 134,281 pairs from IEDB. Regression. Given a peptide amino acid sequence and an MHC pseudo amino acid sequence, predict their binding affinity value. This is MHC class II binding data. (1) The peptide sequence is LNYRPLLPKDRRMII. The MHC is DRB1_1001 with pseudo-sequence DRB1_1001. The binding affinity (normalized) is 0.414. (2) The peptide sequence is SKKDKFVAANAGGTV. The MHC is DRB1_0405 with pseudo-sequence DRB1_0405. The binding affinity (normalized) is 0.583. (3) The peptide sequence is KFDALSGSQEVEFIG. The MHC is DRB4_0103 with pseudo-sequence DRB4_0103. The binding affinity (normalized) is 0.235.